Predict the reaction yield, written as a fraction of the theoretical maximum amount of product (1.0 means a 100% yield; for example, 0.34 means a 34% yield). From a dataset of Reaction yield outcomes from USPTO patents with 853,638 reactions. (1) The reactants are C([O:3][C:4]([C:6]1[CH:7]=[C:8]2[C:13](=[CH:14][CH:15]=1)[NH:12][CH:11]([C:16]1[CH:21]=[CH:20][C:19]([F:22])=[C:18]([Cl:23])[CH:17]=1)[C:10]([CH3:25])([CH3:24])[CH2:9]2)=[O:5])C.[OH-].[Na+].Cl. The catalyst is CO.O1CCCC1.O. The product is [Cl:23][C:18]1[CH:17]=[C:16]([CH:11]2[C:10]([CH3:24])([CH3:25])[CH2:9][C:8]3[C:13](=[CH:14][CH:15]=[C:6]([C:4]([OH:5])=[O:3])[CH:7]=3)[NH:12]2)[CH:21]=[CH:20][C:19]=1[F:22]. The yield is 0.900. (2) The reactants are CC1C(=O)NC(=O)NC=1C(O)=O.[OH:13][C:14]1[N:19]=[C:18]([OH:20])[CH:17]=[C:16]([C:21]([O:23][CH3:24])=[O:22])[N:15]=1.S(Cl)([Cl:28])(=O)=O. The catalyst is C(OC(=O)C)(=O)C. The product is [Cl:28][C:17]1[C:18]([OH:20])=[N:19][C:14]([OH:13])=[N:15][C:16]=1[C:21]([O:23][CH3:24])=[O:22]. The yield is 0.890. (3) The reactants are [C:1](=[O:4])([O-])[O-].[NH4+:5].[NH4+:6].[C-]#N.[K+].O.[Br:11][C:12]1[CH:17]=[CH:16][C:15]([C@H:18]2[CH2:22][CH2:21][C:20](=O)[CH2:19]2)=[CH:14][CH:13]=1.[CH2:24]([OH:26])C. No catalyst specified. The product is [Br:11][C:12]1[CH:17]=[CH:16][C:15]([CH:18]2[CH2:22][CH2:21][C@:20]3([NH:6][C:24](=[O:26])[NH:5][C:1]3=[O:4])[CH2:19]2)=[CH:14][CH:13]=1. The yield is 0.950.